From a dataset of Full USPTO retrosynthesis dataset with 1.9M reactions from patents (1976-2016). Predict the reactants needed to synthesize the given product. (1) Given the product [CH3:32][N:33]1[CH2:38][CH2:37][N:36]([CH2:18][C:17]2[CH:16]=[C:15]([CH:14]3[C:5]4=[N:4][NH:3][C:2](=[O:1])[C:11]5[CH:10]=[CH:9][CH:8]=[C:7]([C:6]=54)[NH:12][CH:13]3[C:23]3[CH:24]=[CH:25][CH:26]=[CH:27][CH:28]=3)[CH:22]=[CH:21][CH:20]=2)[CH2:35][CH2:34]1, predict the reactants needed to synthesize it. The reactants are: [O:1]=[C:2]1[C:11]2[CH:10]=[CH:9][CH:8]=[C:7]3[NH:12][CH:13]([C:23]4[CH:28]=[CH:27][CH:26]=[CH:25][CH:24]=4)[CH:14]([C:15]4[CH:16]=[C:17]([CH:20]=[CH:21][CH:22]=4)[CH:18]=O)[C:5]([C:6]=23)=[N:4][NH:3]1.ClCCl.[CH3:32][N:33]1[CH2:38][CH2:37][NH:36][CH2:35][CH2:34]1.[BH4-].[Na+]. (2) Given the product [CH2:6]1[C:7]2[C:12](=[CH:11][CH:10]=[CH:9][CH:8]=2)[CH2:13][CH2:14][N:5]1[C:3](=[O:4])[C@@H:2]([NH:1][CH2:32][C:31]1[CH:30]=[CH:29][C:28]([C:23]2[CH:24]=[CH:25][CH:26]=[CH:27][N:22]=2)=[CH:35][CH:34]=1)[CH2:15][C:16]1[CH:21]=[CH:20][CH:19]=[CH:18][CH:17]=1, predict the reactants needed to synthesize it. The reactants are: [NH2:1][C@@H:2]([CH2:15][C:16]1[CH:21]=[CH:20][CH:19]=[CH:18][CH:17]=1)[C:3]([N:5]1[CH2:14][CH2:13][C:12]2[C:7](=[CH:8][CH:9]=[CH:10][CH:11]=2)[CH2:6]1)=[O:4].[N:22]1[CH:27]=[CH:26][CH:25]=[CH:24][C:23]=1[C:28]1[CH:35]=[CH:34][C:31]([CH:32]=O)=[CH:30][CH:29]=1.C(O[BH-](OC(=O)C)OC(=O)C)(=O)C.[Na+].CC(=O)OCC.CCCCCCC. (3) Given the product [Cl:1][C:2]1[C:3]([NH:12][C:13]2[N:23]=[C:22]3[C:16]([N:17]([CH3:30])[C:18](=[O:29])[CH2:19][CH2:20][N:21]3[CH:24]3[CH2:28][CH2:27][CH2:26][CH2:25]3)=[CH:15][N:14]=2)=[CH:4][C:5]([F:11])=[C:6]([CH:10]=1)[C:7]([NH:31][CH:32]1[CH2:37][CH2:36][N:35]([CH3:38])[CH2:34][CH2:33]1)=[O:8], predict the reactants needed to synthesize it. The reactants are: [Cl:1][C:2]1[C:3]([NH:12][C:13]2[N:23]=[C:22]3[C:16]([N:17]([CH3:30])[C:18](=[O:29])[CH2:19][CH2:20][N:21]3[CH:24]3[CH2:28][CH2:27][CH2:26][CH2:25]3)=[CH:15][N:14]=2)=[CH:4][C:5]([F:11])=[C:6]([CH:10]=1)[C:7](O)=[O:8].[NH2:31][CH:32]1[CH2:37][CH2:36][N:35]([CH3:38])[CH2:34][CH2:33]1.CN(C(ON1N=NC2C=CC=NC1=2)=[N+](C)C)C.F[P-](F)(F)(F)(F)F.C(N(CC)C(C)C)(C)C. (4) The reactants are: [C:1]([O:5][C:6]([NH:8][CH2:9][CH2:10][C:11]1[CH:20]=[CH:19][C:18]([Cl:21])=[CH:17][C:12]=1[CH2:13][N:14]=[N+]=[N-])=[O:7])([CH3:4])([CH3:3])[CH3:2].C1(P(C2C=CC=CC=2)C2C=CC=CC=2)C=CC=CC=1. Given the product [C:1]([O:5][C:6]([NH:8][CH2:9][CH2:10][C:11]1[CH:20]=[CH:19][C:18]([Cl:21])=[CH:17][C:12]=1[CH2:13][NH2:14])=[O:7])([CH3:4])([CH3:2])[CH3:3], predict the reactants needed to synthesize it. (5) The reactants are: [F:1][C:2]1[C:7]([C:8]2[N:12](S(C3C=CC=CC=3)(=O)=O)[CH:11]=[C:10]([CH:22]=[O:23])[CH:9]=2)=[CH:6][CH:5]=[CH:4][N:3]=1.[OH-].[Na+]. Given the product [F:1][C:2]1[C:7]([C:8]2[NH:12][CH:11]=[C:10]([CH:22]=[O:23])[CH:9]=2)=[CH:6][CH:5]=[CH:4][N:3]=1, predict the reactants needed to synthesize it. (6) Given the product [Cl:1][C:2]1[N:3]=[C:4]([N:10]2[CH2:14][CH2:13][CH2:12][CH2:11]2)[CH:5]=[C:6]([CH2:8][O:9][CH:16]2[CH2:17][CH2:18][CH2:19][CH2:20][O:15]2)[N:7]=1, predict the reactants needed to synthesize it. The reactants are: [Cl:1][C:2]1[N:7]=[C:6]([CH2:8][OH:9])[CH:5]=[C:4]([N:10]2[CH2:14][CH2:13][CH2:12][CH2:11]2)[N:3]=1.[O:15]1[CH:20]=[CH:19][CH2:18][CH2:17][CH2:16]1.O.C1(C)C=CC(S(O)(=O)=O)=CC=1.C(=O)(O)[O-].[Na+].